This data is from Forward reaction prediction with 1.9M reactions from USPTO patents (1976-2016). The task is: Predict the product of the given reaction. (1) Given the reactants B(F)(F)F.CCOCC.[CH2:10]([C:17]1[C:18]([OH:39])=[CH:19][CH:20]=[C:21]2[C:26]=1[O:25][C:24](=[O:27])[C:23]([NH:28][C:29](=[O:38])[O:30][CH2:31][C:32]1[CH:37]=[CH:36][CH:35]=[CH:34][CH:33]=1)=[CH:22]2)[C:11]1[CH:16]=[CH:15][CH:14]=[CH:13][CH:12]=1.ClC(Cl)(Cl)C(=N)O[C@H:44]1[C@@H:49]2[O:50][C:51](=[O:53])[O:52][C@@H:48]2[C@@H:47]([O:54][CH3:55])[C:46]([CH3:57])([CH3:56])[O:45]1.C(N(CC)CC)C, predict the reaction product. The product is: [CH2:10]([C:17]1[C:18]([O:39][C@H:44]2[C@@H:49]3[O:50][C:51](=[O:53])[O:52][C@@H:48]3[C@@H:47]([O:54][CH3:55])[C:46]([CH3:57])([CH3:56])[O:45]2)=[CH:19][CH:20]=[C:21]2[C:26]=1[O:25][C:24](=[O:27])[C:23]([NH:28][C:29](=[O:38])[O:30][CH2:31][C:32]1[CH:37]=[CH:36][CH:35]=[CH:34][CH:33]=1)=[CH:22]2)[C:11]1[CH:16]=[CH:15][CH:14]=[CH:13][CH:12]=1. (2) Given the reactants [CH2:1]([O:8][C@@:9]1([C:36]([F:39])([F:38])[F:37])[CH2:33][C@H:13]2[CH2:14][CH2:15][CH2:16][C:17]3[C:18](=[CH:19][C:20]4[CH:21]=[N:22][N:23]([C:26]5[CH:31]=[CH:30][C:29]([F:32])=[CH:28][CH:27]=5)[C:24]=4[CH:25]=3)[C@:12]2([CH2:34][NH2:35])[CH2:11][CH2:10]1)[C:2]1[CH:7]=[CH:6][CH:5]=[CH:4][CH:3]=1.Cl[CH2:41][CH2:42][CH2:43][S:44](Cl)(=[O:46])=[O:45].[H-].[Na+], predict the reaction product. The product is: [CH2:1]([O:8][C@@:9]1([C:36]([F:38])([F:39])[F:37])[CH2:33][C@H:13]2[CH2:14][CH2:15][CH2:16][C:17]3[C:18](=[CH:19][C:20]4[CH:21]=[N:22][N:23]([C:26]5[CH:27]=[CH:28][C:29]([F:32])=[CH:30][CH:31]=5)[C:24]=4[CH:25]=3)[C@:12]2([CH2:34][N:35]2[CH2:41][CH2:42][CH2:43][S:44]2(=[O:46])=[O:45])[CH2:11][CH2:10]1)[C:2]1[CH:7]=[CH:6][CH:5]=[CH:4][CH:3]=1.